This data is from Full USPTO retrosynthesis dataset with 1.9M reactions from patents (1976-2016). The task is: Predict the reactants needed to synthesize the given product. (1) Given the product [CH3:17][C:18]1[CH:23]=[CH:22][C:21]([CH3:24])=[CH:20][C:19]=1[N:25]1[CH2:26][CH2:27][N:28]([C:12](=[O:14])[C@@H:11]([NH:10][S:7]([C:1]2[CH:2]=[CH:3][CH:4]=[CH:5][CH:6]=2)(=[O:8])=[O:9])[CH2:15][OH:16])[CH2:29][CH2:30]1, predict the reactants needed to synthesize it. The reactants are: [C:1]1([S:7]([NH:10][C@@H:11]([CH2:15][OH:16])[C:12]([OH:14])=O)(=[O:9])=[O:8])[CH:6]=[CH:5][CH:4]=[CH:3][CH:2]=1.[CH3:17][C:18]1[CH:23]=[CH:22][C:21]([CH3:24])=[CH:20][C:19]=1[N:25]1[CH2:30][CH2:29][NH:28][CH2:27][CH2:26]1. (2) Given the product [CH2:10]([O:12][C:13](=[O:22])[CH2:14][C:15]1[CH:16]=[CH:17][C:18]([NH:21][C:7]2[C:2]([Cl:1])=[C:3]([NH2:9])[N:4]=[CH:5][N:6]=2)=[CH:19][CH:20]=1)[CH3:11], predict the reactants needed to synthesize it. The reactants are: [Cl:1][C:2]1[C:3]([NH2:9])=[N:4][CH:5]=[N:6][C:7]=1Cl.[CH2:10]([O:12][C:13](=[O:22])[CH2:14][C:15]1[CH:20]=[CH:19][C:18]([NH2:21])=[CH:17][CH:16]=1)[CH3:11].C(N(CC)C(C)C)(C)C.